From a dataset of Forward reaction prediction with 1.9M reactions from USPTO patents (1976-2016). Predict the product of the given reaction. (1) Given the reactants [C:1]([O:5][C:6](=[O:27])[N:7]([CH2:25][CH3:26])[CH2:8][C:9]1[CH:10]=[N:11][CH:12]=[C:13](B2OC(C)(C)C(C)(C)O2)[C:14]=1[CH3:15])([CH3:4])([CH3:3])[CH3:2].[CH3:28][O:29][C:30](=[O:38])[C:31]1[CH:36]=[CH:35][N:34]=[C:33](Br)[CH:32]=1.N#N, predict the reaction product. The product is: [CH3:28][O:29][C:30]([C:31]1[CH:36]=[CH:35][N:34]=[C:33]([C:13]2[CH:12]=[N:11][CH:10]=[C:9]([CH2:8][N:7]([C:6]([O:5][C:1]([CH3:2])([CH3:3])[CH3:4])=[O:27])[CH2:25][CH3:26])[C:14]=2[CH3:15])[CH:32]=1)=[O:38]. (2) Given the reactants [OH:1][C:2]1[C:11]2[C:6](=[CH:7][CH:8]=[CH:9][CH:10]=2)[CH:5]=[CH:4][C:3]=1[C:12]([OH:14])=O.C(N(C(C)C)C(C)C)C.CN(C(ON1N=NC2C=CC=CC1=2)=[N+](C)C)C.F[P-](F)(F)(F)(F)F.[C:48]([O:52][C:53]([NH:55][C@@H:56]1[CH2:61][C@H:60]([NH:62][C:63]([O:65][C:66]([CH3:69])([CH3:68])[CH3:67])=[O:64])[CH2:59][N:58]([C:70]2[CH:75]=[C:74]([N:76]3[CH2:81][C@@H:80]([NH:82][C:83]([O:85][C:86]([CH3:89])([CH3:88])[CH3:87])=[O:84])[CH2:79][C@@H:78]([NH:90][C:91]([O:93][C:94]([CH3:97])([CH3:96])[CH3:95])=[O:92])[CH2:77]3)[N:73]=[C:72]([NH:98][C:99]3[CH:104]=[CH:103][C:102]([NH2:105])=[CH:101][CH:100]=3)[CH:71]=2)[CH2:57]1)=[O:54])([CH3:51])([CH3:50])[CH3:49], predict the reaction product. The product is: [C:48]([O:52][C:53]([NH:55][C@@H:56]1[CH2:61][C@H:60]([NH:62][C:63]([O:65][C:66]([CH3:67])([CH3:68])[CH3:69])=[O:64])[CH2:59][N:58]([C:70]2[CH:75]=[C:74]([N:76]3[CH2:77][C@@H:78]([NH:90][C:91]([O:93][C:94]([CH3:97])([CH3:96])[CH3:95])=[O:92])[CH2:79][C@@H:80]([NH:82][C:83]([O:85][C:86]([CH3:89])([CH3:88])[CH3:87])=[O:84])[CH2:81]3)[N:73]=[C:72]([NH:98][C:99]3[CH:104]=[CH:103][C:102]([NH:105][C:12]([C:3]4[CH:4]=[CH:5][C:6]5[C:11](=[CH:10][CH:9]=[CH:8][CH:7]=5)[C:2]=4[OH:1])=[O:14])=[CH:101][CH:100]=3)[CH:71]=2)[CH2:57]1)=[O:54])([CH3:49])([CH3:50])[CH3:51]. (3) Given the reactants Br[C:2]1[CH:7]=[CH:6][C:5]([N:8]2[CH:12]=[N:11][NH:10][C:9]2=[O:13])=[CH:4][CH:3]=1.B1(B2OC(C)(C)C(C)(C)O2)OC(C)(C)C(C)(C)O1.CC(C1C=C(C(C)C)C(C2C=CC=CC=2P(C2CCCCC2)C2CCCCC2)=C(C(C)C)C=1)C.C([O-])(=O)C.[K+].[F:71][C:72]([F:96])([F:95])[C:73]1[CH:74]=[C:75]([NH:83][C:84]2[C:93]3[C:88](=[CH:89][CH:90]=[CH:91][CH:92]=3)[C:87](Cl)=[N:86][N:85]=2)[CH:76]=[C:77]([C:79]([F:82])([F:81])[F:80])[CH:78]=1.[O-]P([O-])([O-])=O.[K+].[K+].[K+], predict the reaction product. The product is: [F:82][C:79]([F:80])([F:81])[C:77]1[CH:76]=[C:75]([NH:83][C:84]2[C:93]3[C:88](=[CH:89][CH:90]=[CH:91][CH:92]=3)[C:87]([C:2]3[CH:7]=[CH:6][C:5]([N:8]4[CH:12]=[N:11][NH:10][C:9]4=[O:13])=[CH:4][CH:3]=3)=[N:86][N:85]=2)[CH:74]=[C:73]([C:72]([F:71])([F:95])[F:96])[CH:78]=1. (4) Given the reactants C[Si](C=[N+:6]=[N-:7])(C)C.[N+:8]([C:11]1[CH:16]=[CH:15][C:14]([CH2:17][CH2:18][C:19]([OH:21])=O)=[CH:13][CH:12]=1)([O-:10])=[O:9], predict the reaction product. The product is: [N+:8]([C:11]1[CH:16]=[CH:15][C:14]([CH2:17][CH2:18][C:19]([NH:6][NH2:7])=[O:21])=[CH:13][CH:12]=1)([O-:10])=[O:9]. (5) Given the reactants [CH2:1]([O:8][C:9]1[CH:14]=[CH:13][C:12]([CH:15]2[N:19]([C:20]3[CH:25]=[CH:24][C:23]([O:26][CH3:27])=[CH:22][CH:21]=3)[N:18]=[C:17]([NH2:28])[CH2:16]2)=[CH:11][CH:10]=1)[C:2]1[CH:7]=[CH:6][CH:5]=[CH:4][CH:3]=1, predict the reaction product. The product is: [CH2:1]([O:8][C:9]1[CH:10]=[CH:11][C:12]([C:15]2[N:19]([C:20]3[CH:25]=[CH:24][C:23]([O:26][CH3:27])=[CH:22][CH:21]=3)[N:18]=[C:17]([NH2:28])[CH:16]=2)=[CH:13][CH:14]=1)[C:2]1[CH:7]=[CH:6][CH:5]=[CH:4][CH:3]=1. (6) Given the reactants [C:1]([C:5]1[CH:13]=[C:12]2[C:8]([CH2:9][CH:10]([CH3:16])[CH:11]2[O:14][CH3:15])=[C:7]([CH2:17][CH2:18]O)[CH:6]=1)([CH3:4])([CH3:3])[CH3:2].C1C=CC(P(C2C=CC=CC=2)C2C=CC=CC=2)=CC=1.C1COCC1.C1C(=O)N([Br:51])C(=O)C1, predict the reaction product. The product is: [Br:51][CH2:18][CH2:17][C:7]1[CH:6]=[C:5]([C:1]([CH3:4])([CH3:3])[CH3:2])[CH:13]=[C:12]2[C:8]=1[CH2:9][CH:10]([CH3:16])[CH:11]2[O:14][CH3:15]. (7) The product is: [F:23][C:2]([F:1])([C:9]1[CH:10]=[CH:11][C:12]([C:15]2[CH:16]=[CH:17][C:18]([O:21][CH3:22])=[CH:19][CH:20]=2)=[CH:13][CH:14]=1)[CH2:3][CH2:25][C:26]([OH:28])=[O:27]. Given the reactants [F:1][C:2]([F:23])([C:9]1[CH:14]=[CH:13][C:12]([C:15]2[CH:20]=[CH:19][C:18]([O:21][CH3:22])=[CH:17][CH:16]=2)=[CH:11][CH:10]=1)[C:3](N(OC)C)=O.F[C:25](F)(C1C=CC(C2C=CC(OC)=CC=2)=CC=1)[C:26]([OH:28])=[O:27].C(Cl)(=O)C(Cl)=O.CN(C)C=O.Cl.CNOC.C(N(CC)CC)C, predict the reaction product. (8) The product is: [Cl:15][C:8]1[CH:9]=[C:10]([C:11]#[N:12])[CH:13]=[CH:14][C:7]=1[O:6][C:5]1[CH:16]=[CH:17][C:2]([S:22]([Cl:25])(=[O:23])=[O:19])=[CH:3][CH:4]=1. Given the reactants N[C:2]1[CH:17]=[CH:16][C:5]([O:6][C:7]2[CH:14]=[CH:13][C:10]([C:11]#[N:12])=[CH:9][C:8]=2[Cl:15])=[CH:4][CH:3]=1.N([O-])=[O:19].[Na+].[S:22]([Cl:25])(Cl)=[O:23], predict the reaction product. (9) The product is: [OH:12][CH:11]([C:3]1[CH:8]=[CH:7][CH:6]=[CH:5][N:4]=1)[C:13]1[CH:14]=[C:15]([C:26]([O:28][CH2:29][CH3:30])=[O:27])[CH:16]=[C:17]([C:19]2[CH:20]=[CH:21][C:22]([CH3:25])=[CH:23][CH:24]=2)[CH:18]=1. Given the reactants [Mg].Br[C:3]1[CH:8]=[CH:7][CH:6]=[CH:5][N:4]=1.II.[CH:11]([C:13]1[CH:14]=[C:15]([C:26]([O:28][CH2:29][CH3:30])=[O:27])[CH:16]=[C:17]([C:19]2[CH:24]=[CH:23][C:22]([CH3:25])=[CH:21][CH:20]=2)[CH:18]=1)=[O:12], predict the reaction product. (10) Given the reactants [Cl:1][C:2]1[N:6]2[CH:7]=[C:8]([CH:15]3[CH:19]=[CH:18][O:17][CH2:16]3)[CH:9]=[C:10]([C:11]([F:14])([F:13])[F:12])[C:5]2=[N:4][C:3]=1[C:20]([O:22][CH3:23])=[O:21].C1(SC2C=CC=CC=2)C=CC=CC=1.[H][H], predict the reaction product. The product is: [Cl:1][C:2]1[N:6]2[CH:7]=[C:8]([CH:15]3[CH2:19][CH2:18][O:17][CH2:16]3)[CH:9]=[C:10]([C:11]([F:13])([F:12])[F:14])[C:5]2=[N:4][C:3]=1[C:20]([O:22][CH3:23])=[O:21].